From a dataset of TCR-epitope binding with 47,182 pairs between 192 epitopes and 23,139 TCRs. Binary Classification. Given a T-cell receptor sequence (or CDR3 region) and an epitope sequence, predict whether binding occurs between them. (1) The epitope is YYRRATRRIR. The TCR CDR3 sequence is CASSLVGGNEQFF. Result: 0 (the TCR does not bind to the epitope). (2) The epitope is AVFDRKSDAK. The TCR CDR3 sequence is CASSLVAPSGGSGANVLTF. Result: 1 (the TCR binds to the epitope).